Dataset: Merck oncology drug combination screen with 23,052 pairs across 39 cell lines. Task: Regression. Given two drug SMILES strings and cell line genomic features, predict the synergy score measuring deviation from expected non-interaction effect. (1) Drug 1: C#Cc1cccc(Nc2ncnc3cc(OCCOC)c(OCCOC)cc23)c1. Drug 2: CC1(c2nc3c(C(N)=O)cccc3[nH]2)CCCN1. Cell line: NCIH1650. Synergy scores: synergy=-7.12. (2) Drug 1: COc1cccc2c1C(=O)c1c(O)c3c(c(O)c1C2=O)CC(O)(C(=O)CO)CC3OC1CC(N)C(O)C(C)O1. Drug 2: CC(C)CC(NC(=O)C(Cc1ccccc1)NC(=O)c1cnccn1)B(O)O. Cell line: NCIH460. Synergy scores: synergy=-6.49. (3) Drug 1: CN(C)C(=N)N=C(N)N. Cell line: DLD1. Drug 2: CC1(c2nc3c(C(N)=O)cccc3[nH]2)CCCN1. Synergy scores: synergy=-2.18. (4) Drug 1: COC12C(COC(N)=O)C3=C(C(=O)C(C)=C(N)C3=O)N1CC1NC12. Drug 2: CCN(CC)CCNC(=O)c1c(C)[nH]c(C=C2C(=O)Nc3ccc(F)cc32)c1C. Cell line: MSTO. Synergy scores: synergy=-2.67. (5) Drug 1: Nc1ccn(C2OC(CO)C(O)C2(F)F)c(=O)n1. Drug 2: CC(C)CC(NC(=O)C(Cc1ccccc1)NC(=O)c1cnccn1)B(O)O. Cell line: NCIH520. Synergy scores: synergy=-17.8. (6) Drug 1: N#Cc1ccc(Cn2cncc2CN2CCN(c3cccc(Cl)c3)C(=O)C2)cc1. Drug 2: Nc1ccn(C2OC(CO)C(O)C2(F)F)c(=O)n1. Cell line: SKMEL30. Synergy scores: synergy=3.90.